This data is from Forward reaction prediction with 1.9M reactions from USPTO patents (1976-2016). The task is: Predict the product of the given reaction. (1) Given the reactants CS(C)=O.C(Cl)(=O)C(Cl)=O.[C:11]1([CH:17]([OH:26])[CH:18]([C:20]2[CH:25]=[CH:24][CH:23]=[CH:22][N:21]=2)[CH3:19])[CH:16]=[CH:15][CH:14]=[CH:13][CH:12]=1.C(N(CC)CC)C, predict the reaction product. The product is: [C:11]1([C:17](=[O:26])[CH:18]([C:20]2[CH:25]=[CH:24][CH:23]=[CH:22][N:21]=2)[CH3:19])[CH:12]=[CH:13][CH:14]=[CH:15][CH:16]=1. (2) Given the reactants [C:1]([O-:20])(=[O:19])[CH2:2][CH2:3][CH2:4][CH2:5][CH2:6][CH2:7][CH2:8]/[CH:9]=[CH:10]\[CH2:11][CH2:12][CH2:13][CH2:14][CH2:15][CH2:16][CH2:17][CH3:18].[Na+].[Fe:22](Cl)(Cl)Cl, predict the reaction product. The product is: [Fe:22].[C:1]([O-:20])(=[O:19])[CH2:2][CH2:3][CH2:4][CH2:5][CH2:6][CH2:7][CH2:8]/[CH:9]=[CH:10]\[CH2:11][CH2:12][CH2:13][CH2:14][CH2:15][CH2:16][CH2:17][CH3:18]. (3) Given the reactants [F:1][C:2]1[CH:21]=[C:20]([O:22][CH3:23])[C:19]([F:24])=[CH:18][C:3]=1[CH2:4][CH:5]1[C:9]2=[N:10][C:11]3[CH:16]=[CH:15][CH:14]=[CH:13][C:12]=3[N:8]2[C:7](=[O:17])[NH:6]1.Cl.[NH2:26][C:27]12[CH2:34][CH2:33][C:30]([OH:35])([CH2:31][CH2:32]1)[CH2:29][CH2:28]2.C(O)(C(F)(F)F)=O, predict the reaction product. The product is: [NH:8]1[C:12]2[CH:13]=[CH:14][CH:15]=[CH:16][C:11]=2[N:10]=[C:9]1[CH:5]([NH:6][C:7]([NH:26][C:27]12[CH2:34][CH2:33][C:30]([OH:35])([CH2:31][CH2:32]1)[CH2:29][CH2:28]2)=[O:17])[CH2:4][C:3]1[CH:18]=[C:19]([F:24])[C:20]([O:22][CH3:23])=[CH:21][C:2]=1[F:1]. (4) Given the reactants [NH:1]1[CH2:7][CH2:6][CH2:5][CH2:4][CH:3]([NH:8][C:9]2[C:14]([C:15]3[N:16]=[C:17]4[CH:23]=[CH:22][N:21]([CH2:24][O:25][CH2:26][CH2:27][Si:28]([CH3:31])([CH3:30])[CH3:29])[C:18]4=[N:19][CH:20]=3)=[CH:13][CH:12]=[CH:11][N:10]=2)[CH2:2]1.[CH3:32][S:33](Cl)(=[O:35])=[O:34].CCN(C(C)C)C(C)C, predict the reaction product. The product is: [CH3:32][S:33]([N:1]1[CH2:7][CH2:6][CH2:5][CH2:4][CH:3]([NH:8][C:9]2[C:14]([C:15]3[N:16]=[C:17]4[CH:23]=[CH:22][N:21]([CH2:24][O:25][CH2:26][CH2:27][Si:28]([CH3:31])([CH3:30])[CH3:29])[C:18]4=[N:19][CH:20]=3)=[CH:13][CH:12]=[CH:11][N:10]=2)[CH2:2]1)(=[O:35])=[O:34]. (5) Given the reactants [Cl:1][C:2]1[CH:7]=[CH:6][C:5]([Cl:8])=[CH:4][C:3]=1[CH:9]([CH3:12])[C:10]#[N:11].[CH2:13](N)[CH2:14][NH2:15], predict the reaction product. The product is: [Cl:1][C:2]1[CH:7]=[CH:6][C:5]([Cl:8])=[CH:4][C:3]=1[CH:9]([C:10]1[NH:15][CH2:14][CH2:13][N:11]=1)[CH3:12].